The task is: Predict which catalyst facilitates the given reaction.. This data is from Catalyst prediction with 721,799 reactions and 888 catalyst types from USPTO. (1) Reactant: [CH3:1][O:2][C:3](=[O:16])[C:4]1[CH:15]=[CH:14][C:7]([C:8](N(OC)C)=[O:9])=[CH:6][CH:5]=1.[CH2:17]([Mg]Cl)[CH2:18][CH3:19]. Product: [CH3:1][O:2][C:3](=[O:16])[C:4]1[CH:5]=[CH:6][C:7]([C:8](=[O:9])[CH2:17][CH2:18][CH3:19])=[CH:14][CH:15]=1. The catalyst class is: 1. (2) Reactant: C(OC([N:8]1[CH2:12][CH:11]([F:13])[CH2:10][C@:9]1([C:17](=[O:26])[C:18]1[CH:23]=[CH:22][C:21]([Cl:24])=[C:20]([Cl:25])[CH:19]=1)[CH2:14][CH2:15][CH3:16])=O)(C)(C)C. Product: [Cl:25][C:20]1[CH:19]=[C:18]([C:17]([C@@:9]2([CH2:14][CH2:15][CH3:16])[CH2:10][C@H:11]([F:13])[CH2:12][NH:8]2)=[O:26])[CH:23]=[CH:22][C:21]=1[Cl:24]. The catalyst class is: 33. (3) Reactant: [CH3:1][N:2]([S:15]([C:18]1[S:19][CH:20]=[CH:21][CH:22]=1)(=[O:17])=[O:16])[C:3]1[CH:4]=[CH:5][CH:6]=[C:7]2[C:11]=1[NH:10][C:9]([C:12](O)=[O:13])=[CH:8]2.N1(O)C2C=CC=CC=2N=N1.Cl.CN(C)CCCN=C=NCC.[NH:45]([C:47](=[O:53])[C:48]([O:50][CH2:51][CH3:52])=[O:49])[NH2:46]. Product: [CH2:51]([O:50][C:48](=[O:49])[C:47]([NH:45][NH:46][C:12]([C:9]1[NH:10][C:11]2[C:7]([CH:8]=1)=[CH:6][CH:5]=[CH:4][C:3]=2[N:2]([CH3:1])[S:15]([C:18]1[S:19][CH:20]=[CH:21][CH:22]=1)(=[O:16])=[O:17])=[O:13])=[O:53])[CH3:52]. The catalyst class is: 145. (4) Reactant: [CH3:1][C:2]1[C:6]([CH:7]=O)=[C:5]([N:9]2[C:13]3=[N:14][CH:15]=[CH:16][CH:17]=[C:12]3[CH:11]=[CH:10]2)[NH:4][N:3]=1.C1(P(=[CH:37][C:38]([O:40][CH2:41][CH3:42])=[O:39])(C2C=CC=CC=2)C2C=CC=CC=2)C=CC=CC=1. Product: [CH3:1][C:2]1[C:6](/[CH:7]=[CH:37]/[C:38]([O:40][CH2:41][CH3:42])=[O:39])=[C:5]([N:9]2[C:13]3=[N:14][CH:15]=[CH:16][CH:17]=[C:12]3[CH:11]=[CH:10]2)[NH:4][N:3]=1. The catalyst class is: 11. (5) Reactant: [CH:1]1[C:6](/[CH:7]=[CH:8]/[C:9](O)=[O:10])=[CH:5][CH:4]=[C:3]([OH:12])[CH:2]=1.C1C=CC2N(O)[N:20]=[N:19]C=2C=1.CCN=C=NCCCN(C)C.Cl.NN.C1CCCCC=1. Product: [OH:12][C:3]1[CH:4]=[CH:5][C:6](/[CH:7]=[CH:8]/[C:9]([NH:19][NH2:20])=[O:10])=[CH:1][CH:2]=1. The catalyst class is: 10. (6) Product: [NH2:8][CH2:7][C:9]1[CH:18]=[CH:17][C:16]([S:19][CH3:20])=[CH:15][C:10]=1[CH2:11][OH:12]. Reactant: [H-].[Al+3].[Li+].[H-].[H-].[H-].[C:7]([C:9]1[CH:18]=[CH:17][C:16]([S:19][CH3:20])=[CH:15][C:10]=1[C:11](OC)=[O:12])#[N:8].CO.O. The catalyst class is: 1. (7) Reactant: [CH:1]1([CH:4]2[CH2:9][N:8]3[N:10]=[C:11]([I:18])[C:12]([C:13]([O:15][CH2:16][CH3:17])=[O:14])=[C:7]3[CH2:6][NH:5]2)[CH2:3][CH2:2]1.[CH3:19][C:20]([O:23][C:24](O[C:24]([O:23][C:20]([CH3:22])([CH3:21])[CH3:19])=[O:25])=[O:25])([CH3:22])[CH3:21]. Product: [CH:1]1([CH:4]2[CH2:9][N:8]3[N:10]=[C:11]([I:18])[C:12]([C:13]([O:15][CH2:16][CH3:17])=[O:14])=[C:7]3[CH2:6][N:5]2[C:24]([O:23][C:20]([CH3:22])([CH3:21])[CH3:19])=[O:25])[CH2:2][CH2:3]1. The catalyst class is: 2. (8) Reactant: [CH2:1]([O:8][N:9]1[C:15](=[O:16])[N:14]2[CH2:17][C@H:10]1[CH2:11][CH2:12][C@H:13]2[C:18]([OH:20])=[O:19])[C:2]1[CH:7]=[CH:6][CH:5]=[CH:4][CH:3]=1.C(=O)([O-])O.[Na+].[CH2:26](Br)[CH:27]=[CH2:28].C(OCC)(=O)C. Product: [CH2:1]([O:8][N:9]1[C:15](=[O:16])[N:14]2[CH2:17][C@H:10]1[CH2:11][CH2:12][C@H:13]2[C:18]([O:20][CH2:28][CH:27]=[CH2:26])=[O:19])[C:2]1[CH:7]=[CH:6][CH:5]=[CH:4][CH:3]=1. The catalyst class is: 9.